From a dataset of Catalyst prediction with 721,799 reactions and 888 catalyst types from USPTO. Predict which catalyst facilitates the given reaction. (1) Product: [Cl:29][C:24]1[C:25]([C:27]#[N:28])=[CH:26][C:21]([C:20]([NH:12][C:11]2[CH:13]=[CH:14][C:8]([O:7][C:6]([F:15])([F:16])[F:5])=[CH:9][CH:10]=2)=[O:19])=[CH:22][N:23]=1. The catalyst class is: 260. Reactant: C[Al](C)C.[F:5][C:6]([F:16])([F:15])[O:7][C:8]1[CH:14]=[CH:13][C:11]([NH2:12])=[CH:10][CH:9]=1.C([O:19][C:20](=O)[C:21]1[CH:26]=[C:25]([C:27]#[N:28])[C:24]([Cl:29])=[N:23][CH:22]=1)C.[NH4+].[Cl-]. (2) Reactant: Cl.[Br:2][C:3]1[CH:4]=[C:5]2[C:10](=[CH:11][C:12]=1[CH2:13][N:14]1[CH2:19][CH2:18][N:17]([CH:20]3[CH2:25][O:24]C(C)(C)[O:22][CH2:21]3)[CH2:16][CH2:15]1)[N:9]=[CH:8][N:7]([NH:28][C:29]1[CH:34]=[C:33]([Cl:35])[CH:32]=[CH:31][C:30]=1[S:36]([CH2:39][CH3:40])(=[O:38])=[O:37])[C:6]2=[O:41]. Product: [Br:2][C:3]1[CH:4]=[C:5]2[C:10](=[CH:11][C:12]=1[CH2:13][N:14]1[CH2:19][CH2:18][N:17]([CH:20]([CH2:21][OH:22])[CH2:25][OH:24])[CH2:16][CH2:15]1)[N:9]=[CH:8][N:7]([NH:28][C:29]1[CH:34]=[C:33]([Cl:35])[CH:32]=[CH:31][C:30]=1[S:36]([CH2:39][CH3:40])(=[O:37])=[O:38])[C:6]2=[O:41]. The catalyst class is: 816. (3) Reactant: Cl[S:2]([N:5]=[C:6]=[O:7])(=[O:4])=[O:3].[C:8]([OH:12])([CH3:11])([CH3:10])[CH3:9].[CH3:13][Si:14]([CH3:43])([CH3:42])[CH2:15][CH2:16][O:17][C:18](=[O:41])[CH2:19][O:20][C:21]1[CH:26]=[CH:25][C:24]([NH:27][CH2:28][C:29]([O:31][CH3:32])=[O:30])=[C:23]([O:33][CH2:34][C:35]2[CH:40]=[CH:39][CH:38]=[CH:37][CH:36]=2)[CH:22]=1.C(N(CC)CC)C. Product: [CH2:34]([O:33][C:23]1[CH:22]=[C:21]([O:20][CH2:19][C:18](=[O:41])[O:17][CH2:16][CH2:15][Si:14]([CH3:42])([CH3:43])[CH3:13])[CH:26]=[CH:25][C:24]=1[N:27]([S:2]([NH:5][C:6]([O:12][C:8]([CH3:11])([CH3:10])[CH3:9])=[O:7])(=[O:4])=[O:3])[CH2:28][C:29]([O:31][CH3:32])=[O:30])[C:35]1[CH:36]=[CH:37][CH:38]=[CH:39][CH:40]=1. The catalyst class is: 2. (4) Reactant: [C:1]([S:5]([CH2:8][O:9][C:10]1[N:17]=[C:16]([C:18]2[CH:23]=[CH:22][CH:21]=[CH:20][C:19]=2[Cl:24])[C:15]([C:25]2[CH:30]=[CH:29][C:28]([Cl:31])=[CH:27][CH:26]=2)=[CH:14][C:11]=1[C:12]#[N:13])(=[O:7])=[O:6])([CH3:4])([CH3:3])[CH3:2].C[Si]([N-][Si](C)(C)C)(C)C.[Li+]. Product: [C:1]([S:5]([C:8]1[O:9][C:10]2=[N:17][C:16]([C:18]3[CH:23]=[CH:22][CH:21]=[CH:20][C:19]=3[Cl:24])=[C:15]([C:25]3[CH:30]=[CH:29][C:28]([Cl:31])=[CH:27][CH:26]=3)[CH:14]=[C:11]2[C:12]=1[NH2:13])(=[O:6])=[O:7])([CH3:4])([CH3:2])[CH3:3]. The catalyst class is: 198. (5) Reactant: [CH2:1]([O:3][C:4]([C:6]1OC(C2CCN(C(OC(C)(C)C)=O)CC2)=N[C:7]=1[C:24]1[CH:29]=[CH:28][C:27]([O:30][C:31]2[CH:36]=[CH:35][CH:34]=[CH:33][CH:32]=2)=[CH:26][CH:25]=1)=[O:5])[CH3:2].[C:37]([N:40]1[CH2:45][CH2:44][N:43](C(OC(C)(C)C)=O)[CH2:42][CH2:41]1)(=[S:39])[NH2:38]. Product: [O:30]([C:27]1[CH:26]=[CH:25][C:24]([C:7]2[N:38]=[C:37]([N:40]3[CH2:41][CH2:42][NH:43][CH2:44][CH2:45]3)[S:39][C:6]=2[C:4]([O:3][CH2:1][CH3:2])=[O:5])=[CH:29][CH:28]=1)[C:31]1[CH:32]=[CH:33][CH:34]=[CH:35][CH:36]=1. The catalyst class is: 8.